Dataset: Peptide-MHC class I binding affinity with 185,985 pairs from IEDB/IMGT. Task: Regression. Given a peptide amino acid sequence and an MHC pseudo amino acid sequence, predict their binding affinity value. This is MHC class I binding data. (1) The peptide sequence is MYKLNKPTK. The MHC is HLA-A01:01 with pseudo-sequence HLA-A01:01. The binding affinity (normalized) is 0.0847. (2) The peptide sequence is FPDGKPFTL. The MHC is HLA-B57:01 with pseudo-sequence HLA-B57:01. The binding affinity (normalized) is 0.0847. (3) The binding affinity (normalized) is 0. The peptide sequence is KVAPAPAVV. The MHC is H-2-Dd with pseudo-sequence H-2-Dd. (4) The peptide sequence is RYRMFDKL. The MHC is H-2-Kb with pseudo-sequence H-2-Kb. The binding affinity (normalized) is 0.104.